This data is from Reaction yield outcomes from USPTO patents with 853,638 reactions. The task is: Predict the reaction yield, written as a fraction of the theoretical maximum amount of product (1.0 means a 100% yield; for example, 0.34 means a 34% yield). (1) The reactants are [NH2:1][CH:2]1[CH2:7][C@@H:6]([C:8]2[CH:13]=[C:12]([F:14])[CH:11]=[C:10]([F:15])[C:9]=2[F:16])[C@@H:5]([CH3:17])[N:4]([CH2:18][C:19]([F:22])([F:21])[F:20])[C:3]1=[O:23].[CH2:24]([C:30]([OH:32])=[O:31])[C@H:25]([OH:29])[C:26]([OH:28])=[O:27]. The catalyst is C1COCC1. The product is [OH:29][C@@H:25]([CH2:24][C:30]([OH:32])=[O:31])[C:26]([OH:28])=[O:27].[NH2:1][C@H:2]1[CH2:7][C@@H:6]([C:8]2[CH:13]=[C:12]([F:14])[CH:11]=[C:10]([F:15])[C:9]=2[F:16])[C@@H:5]([CH3:17])[N:4]([CH2:18][C:19]([F:22])([F:21])[F:20])[C:3]1=[O:23]. The yield is 0.730. (2) The reactants are [H-].[Na+].[Br:3][C:4]1[C:9]([OH:10])=[CH:8][CH:7]=[CH:6][N:5]=1.I[CH3:12]. The catalyst is CN(C=O)C. The product is [Br:3][C:4]1[C:9]([O:10][CH3:12])=[CH:8][CH:7]=[CH:6][N:5]=1. The yield is 0.830.